From a dataset of Full USPTO retrosynthesis dataset with 1.9M reactions from patents (1976-2016). Predict the reactants needed to synthesize the given product. (1) Given the product [CH2:1]([S:3][C:4]1[CH:5]=[CH:6][N:7]=[CH:8][C:9]=1[C:10]1[S:23][C:14]2[C:13]([N:12]=1)=[CH:18][C:17]([C:19]([F:22])([F:21])[F:20])=[CH:16][N:15]=2)[CH3:2], predict the reactants needed to synthesize it. The reactants are: [CH2:1]([S:3][C:4]1[C:9]([C:10]([NH:12][C:13]2[C:14]([SH:23])=[N:15][CH:16]=[C:17]([C:19]([F:22])([F:21])[F:20])[CH:18]=2)=O)=[CH:8][N:7]=[CH:6][CH:5]=1)[CH3:2].CN(C=O)C.C(=O)(O)[O-].[Na+]. (2) The reactants are: [CH3:1][N:2]1[C:10]2[C:5](=[CH:6][CH:7]=[CH:8][CH:9]=2)[C:4]([CH:11]2[CH2:13][CH:12]2[C:14](OCC)=[O:15])=[N:3]1.[H-].[H-].[H-].[H-].[Li+].[Al+3].[OH-].[Na+].S([O-])([O-])(=O)=O.[Na+].[Na+]. Given the product [CH3:1][N:2]1[C:10]2[C:5](=[CH:6][CH:7]=[CH:8][CH:9]=2)[C:4]([CH:11]2[CH2:13][CH:12]2[CH2:14][OH:15])=[N:3]1, predict the reactants needed to synthesize it. (3) Given the product [CH3:17][O:18][C:2]1[C:11]([C:12]([O:14][CH3:15])=[O:13])=[CH:10][C:9]2[C:4](=[N:5][CH:6]=[CH:7][CH:8]=2)[N:3]=1, predict the reactants needed to synthesize it. The reactants are: Cl[C:2]1[C:11]([C:12]([O:14][CH2:15]C)=[O:13])=[CH:10][C:9]2[C:4](=[N:5][CH:6]=[CH:7][CH:8]=2)[N:3]=1.[CH3:17][O-:18].[Na+].[NH4+].[Cl-]. (4) Given the product [F:1][C:2]1[CH:29]=[C:28]([F:30])[CH:27]=[CH:26][C:3]=1[O:4][C:5]1[N:10]=[CH:9][C:8]([NH:11][S:12]([CH2:15][CH3:16])(=[O:13])=[O:14])=[CH:7][C:6]=1[C:32]1[C:33]2[CH:42]=[CH:41][O:40][C:34]=2[C:35](=[O:39])[N:36]([CH3:38])[CH:37]=1, predict the reactants needed to synthesize it. The reactants are: [F:1][C:2]1[CH:29]=[C:28]([F:30])[CH:27]=[CH:26][C:3]=1[O:4][C:5]1[N:10]=[CH:9][C:8]([NH:11][S:12]([CH2:15][CH3:16])(=[O:14])=[O:13])=[CH:7][C:6]=1B1OC(C)(C)C(C)(C)O1.Br[C:32]1[C:33]2[CH:42]=[CH:41][O:40][C:34]=2[C:35](=[O:39])[N:36]([CH3:38])[CH:37]=1.[O-]P([O-])([O-])=O.[K+].[K+].[K+]. (5) Given the product [Cl:17][C:18]1[C:26]2[C:21](=[CH:22][C:23]([S:27]([N:30]3[CH2:35][CH2:34][N:33]([C:14]([CH:11]4[CH2:10][CH2:9][N:8]([C:5]5[CH:4]=[CH:3][C:2](=[O:1])[NH:7][N:6]=5)[CH2:13][CH2:12]4)=[O:16])[CH2:32][CH2:31]3)(=[O:28])=[O:29])=[CH:24][CH:25]=2)[NH:20][CH:19]=1, predict the reactants needed to synthesize it. The reactants are: [O:1]=[C:2]1[NH:7][N:6]=[C:5]([N:8]2[CH2:13][CH2:12][CH:11]([C:14]([OH:16])=O)[CH2:10][CH2:9]2)[CH:4]=[CH:3]1.[Cl:17][C:18]1[C:26]2[C:21](=[CH:22][C:23]([S:27]([N:30]3[CH2:35][CH2:34][NH:33][CH2:32][CH2:31]3)(=[O:29])=[O:28])=[CH:24][CH:25]=2)[NH:20][CH:19]=1.C(N(C(C)C)CC)(C)C.F[B-](F)(F)F.N1(OC(N(C)C)=[N+](C)C)C2C=CC=CC=2N=N1. (6) The reactants are: [NH2:1][C:2]1[CH:7]=[CH:6][CH:5]=[CH:4][CH:3]=1.C([O-])([O-])=O.[Cs+].[Cs+].Cl[C:15]1[N:20]=[CH:19][N:18]=[C:17]([NH:21][C:22]2[CH:27]=[CH:26][CH:25]=[C:24]([NH2:28])[N:23]=2)[CH:16]=1. Given the product [NH2:28][C:24]1[N:23]=[C:22]([NH:21][C:17]2[CH:16]=[C:15]([NH:1][C:2]3[CH:7]=[CH:6][CH:5]=[CH:4][CH:3]=3)[N:20]=[CH:19][N:18]=2)[CH:27]=[CH:26][CH:25]=1, predict the reactants needed to synthesize it. (7) Given the product [F:28][C:17]1[C:18]([NH:20][C:21]2[CH:26]=[CH:25][CH:24]=[C:23]([OH:27])[CH:22]=2)=[N:19][C:14]([NH:13][C:10]2[CH:11]=[CH:12][C:7]([C:6]([CH3:30])([CH3:29])[CH2:4][OH:3])=[CH:8][CH:9]=2)=[N:15][CH:16]=1, predict the reactants needed to synthesize it. The reactants are: C([O:3][C:4]([C:6]([CH3:30])([CH3:29])[C:7]1[CH:12]=[CH:11][C:10]([NH:13][C:14]2[N:19]=[C:18]([NH:20][C:21]3[CH:26]=[CH:25][CH:24]=[C:23]([OH:27])[CH:22]=3)[C:17]([F:28])=[CH:16][N:15]=2)=[CH:9][CH:8]=1)=O)C.CC(C[AlH]CC(C)C)C. (8) The reactants are: [CH3:1][O:2][C:3]1[C:4]([O:12][CH2:13][CH2:14][CH3:15])=[C:5]([CH:9]=[CH:10][CH:11]=1)[CH2:6][NH:7][CH3:8].[CH3:16][C:17]1([CH3:33])[O:22][C:21]2[CH:23]=[C:24]([CH:27]=[CH:28][C:29]([OH:31])=O)[CH:25]=[N:26][C:20]=2[NH:19][C:18]1=[O:32].ON1C2C=CC=CC=2N=N1.C(N(C(C)C)CC)(C)C.CN(C)CCCN=C=NCC. Given the product [CH3:33][C:17]1([CH3:16])[O:22][C:21]2[CH:23]=[C:24](/[CH:27]=[CH:28]/[C:29]([N:7]([CH2:6][C:5]3[CH:9]=[CH:10][CH:11]=[C:3]([O:2][CH3:1])[C:4]=3[O:12][CH2:13][CH2:14][CH3:15])[CH3:8])=[O:31])[CH:25]=[N:26][C:20]=2[NH:19][C:18]1=[O:32], predict the reactants needed to synthesize it.